Dataset: Reaction yield outcomes from USPTO patents with 853,638 reactions. Task: Predict the reaction yield, written as a fraction of the theoretical maximum amount of product (1.0 means a 100% yield; for example, 0.34 means a 34% yield). (1) The reactants are [CH3:1][S:2]([N:5]1[CH2:10][CH2:9][NH:8][CH2:7][CH2:6]1)(=[O:4])=[O:3].Br[CH2:12][CH2:13][CH2:14][OH:15].C(=O)([O-])[O-].[K+].[K+]. The catalyst is C(#N)C. The product is [CH3:1][S:2]([N:5]1[CH2:10][CH2:9][N:8]([CH2:12][CH2:13][CH2:14][OH:15])[CH2:7][CH2:6]1)(=[O:4])=[O:3]. The yield is 0.720. (2) The reactants are [Si]([O:8][CH2:9][CH2:10][O:11][C:12]1[CH:13]=[CH:14][C:15]([CH:27]=O)=[N:16][C:17]=1[C:18]1[CH:23]=[CH:22][CH:21]=[C:20]([S:24]([CH3:26])=[O:25])[CH:19]=1)(C(C)(C)C)(C)C.[NH2:29][C:30]1[CH:38]=[C:37]([O:39][CH3:40])[CH:36]=[C:35]([O:41][CH3:42])[C:31]=1[C:32]([NH2:34])=[O:33].OS([O-])=O.[Na+].O.C1(C)C=CC(S(O)(=O)=O)=CC=1. The catalyst is CN(C)C(=O)C. The product is [OH:8][CH2:9][CH2:10][O:11][C:12]1[CH:13]=[CH:14][C:15]([C:27]2[NH:34][C:32](=[O:33])[C:31]3[C:30](=[CH:38][C:37]([O:39][CH3:40])=[CH:36][C:35]=3[O:41][CH3:42])[N:29]=2)=[N:16][C:17]=1[C:18]1[CH:23]=[CH:22][CH:21]=[C:20]([S:24]([CH3:26])=[O:25])[CH:19]=1. The yield is 0.310. (3) The reactants are [CH3:1][C:2]1[N:29]=[C:5]2[NH:6][C:7](=[O:28])[C:8]([CH2:13][C:14]3[CH:19]=[CH:18][C:17]([C:20]4[C:21]([C:26]#[N:27])=[CH:22][CH:23]=[CH:24][CH:25]=4)=[CH:16][CH:15]=3)=[C:9]([CH2:10][CH2:11][CH3:12])[N:4]2[N:3]=1.[H-].[Na+].CN(C)C=O.Cl[CH2:38][C:39](=[O:41])[CH3:40]. The catalyst is C(OCC)(=O)C. The product is [CH3:1][C:2]1[N:29]=[C:5]2[N:6]([CH2:38][C:39](=[O:41])[CH3:40])[C:7](=[O:28])[C:8]([CH2:13][C:14]3[CH:19]=[CH:18][C:17]([C:20]4[C:21]([C:26]#[N:27])=[CH:22][CH:23]=[CH:24][CH:25]=4)=[CH:16][CH:15]=3)=[C:9]([CH2:10][CH2:11][CH3:12])[N:4]2[N:3]=1. The yield is 0.140. (4) The catalyst is CN(C=O)C. The reactants are Cl[C:2]1[N:3]=[CH:4][C:5]([C:9]([O:11][CH3:12])=[O:10])=[N:6][C:7]=1[CH3:8].[F:13][C:14]([F:18])([F:17])[CH2:15][OH:16].C(=O)([O-])[O-].[K+].[K+]. The product is [CH3:8][C:7]1[N:6]=[C:5]([C:9]([O:11][CH3:12])=[O:10])[CH:4]=[N:3][C:2]=1[O:16][CH2:15][C:14]([F:18])([F:17])[F:13]. The yield is 0.970. (5) The reactants are [Si:1]([O:18][C@H:19]1[CH2:24][CH2:23][C@@:22]([C@H:26]2[CH2:34][CH2:33][C@@:32]3([CH3:35])[C@@H:28]([CH2:29][CH2:30][C@:31]3([C:37]3[CH:42]=[CH:41][CH:40]=[CH:39][CH:38]=3)[OH:36])[C@@H:27]2[CH2:43][OH:44])([CH3:25])[C@@H:21]([CH2:45][OH:46])[CH2:20]1)([C:14]([CH3:17])([CH3:16])[CH3:15])([C:8]1[CH:13]=[CH:12][CH:11]=[CH:10][CH:9]=1)[C:2]1[CH:7]=[CH:6][CH:5]=[CH:4][CH:3]=1.[C:47](Cl)(=[O:52])[C:48]([CH3:51])([CH3:50])[CH3:49]. The catalyst is N1C=CC=CC=1.CCOC(C)=O. The product is [C:47]([O:46][CH2:45][C@H:21]1[CH2:20][C@@H:19]([O:18][Si:1]([C:14]([CH3:15])([CH3:17])[CH3:16])([C:2]2[CH:7]=[CH:6][CH:5]=[CH:4][CH:3]=2)[C:8]2[CH:9]=[CH:10][CH:11]=[CH:12][CH:13]=2)[CH2:24][CH2:23][C@@:22]1([C@H:26]1[CH2:34][CH2:33][C@@:32]2([CH3:35])[C@@H:28]([CH2:29][CH2:30][C@@:31]2([OH:36])[C:37]2[CH:38]=[CH:39][CH:40]=[CH:41][CH:42]=2)[C@@H:27]1[CH2:43][OH:44])[CH3:25])(=[O:52])[C:48]([CH3:51])([CH3:50])[CH3:49]. The yield is 0.520. (6) The reactants are [NH:1]1[CH2:6][CH2:5][CH:4]([CH2:7][O:8][C:9]2[CH:18]=[CH:17][CH:16]=[C:15]3[C:10]=2[C:11]([NH2:20])=[N:12][C:13]([NH2:19])=[N:14]3)[CH2:3][CH2:2]1.CN1CCOCC1.[F:28][C:29]1[CH:30]=[C:31]([CH:35]=[CH:36][C:37]=1[F:38])[C:32](Cl)=[O:33].C(O)C(N)(CO)CO. The catalyst is CN(C)C=O. The product is [NH2:19][C:13]1[N:12]=[C:11]([NH2:20])[C:10]2[C:15](=[CH:16][CH:17]=[CH:18][C:9]=2[O:8][CH2:7][CH:4]2[CH2:5][CH2:6][N:1]([C:32]([C:31]3[CH:35]=[CH:36][C:37]([F:38])=[C:29]([F:28])[CH:30]=3)=[O:33])[CH2:2][CH2:3]2)[N:14]=1. The yield is 0.760. (7) The catalyst is CS(C)=O.O. The yield is 0.900. The product is [Cl:23][C:18]1[CH:17]=[C:16]([NH:15][C:7]2[C:6]3[C:11](=[CH:12][C:13]([O:33][CH2:32][CH2:31][CH2:30][N:24]4[CH2:29][CH2:28][O:27][CH2:26][CH2:25]4)=[C:4]([N+:1]([O-:3])=[O:2])[CH:5]=3)[N:10]=[CH:9][N:8]=2)[CH:21]=[CH:20][C:19]=1[F:22]. The reactants are [N+:1]([C:4]1[CH:5]=[C:6]2[C:11](=[CH:12][C:13]=1F)[N:10]=[CH:9][N:8]=[C:7]2[NH:15][C:16]1[CH:21]=[CH:20][C:19]([F:22])=[C:18]([Cl:23])[CH:17]=1)([O-:3])=[O:2].[N:24]1([CH2:30][CH2:31][CH2:32][OH:33])[CH2:29][CH2:28][O:27][CH2:26][CH2:25]1.CC(C)([O-])C.[K+].Cl.